From a dataset of Peptide-MHC class I binding affinity with 185,985 pairs from IEDB/IMGT. Regression. Given a peptide amino acid sequence and an MHC pseudo amino acid sequence, predict their binding affinity value. This is MHC class I binding data. (1) The peptide sequence is CTELKLSDY. The MHC is HLA-A29:02 with pseudo-sequence HLA-A29:02. The binding affinity (normalized) is 0.325. (2) The peptide sequence is DLFMSHVKSV. The MHC is HLA-A02:03 with pseudo-sequence HLA-A02:03. The binding affinity (normalized) is 0.655. (3) The peptide sequence is GNPVFLAL. The MHC is HLA-A02:03 with pseudo-sequence HLA-A02:03. The binding affinity (normalized) is 0. (4) The peptide sequence is APPGYALL. The MHC is Mamu-A02 with pseudo-sequence Mamu-A02. The binding affinity (normalized) is 0.0990. (5) The peptide sequence is FAFKYAAAF. The MHC is Mamu-A2201 with pseudo-sequence Mamu-A2201. The binding affinity (normalized) is 0.445. (6) The peptide sequence is QAEVEWKFY. The MHC is HLA-A26:01 with pseudo-sequence HLA-A26:01. The binding affinity (normalized) is 0. (7) The peptide sequence is FVDGVPFVV. The MHC is HLA-A68:01 with pseudo-sequence HLA-A68:01. The binding affinity (normalized) is 0. (8) The peptide sequence is FATTPVCEY. The MHC is HLA-A24:03 with pseudo-sequence HLA-A24:03. The binding affinity (normalized) is 0.0847. (9) The peptide sequence is FIKDYRYTY. The MHC is HLA-B44:02 with pseudo-sequence HLA-B44:02. The binding affinity (normalized) is 0.0847.